From a dataset of Full USPTO retrosynthesis dataset with 1.9M reactions from patents (1976-2016). Predict the reactants needed to synthesize the given product. (1) Given the product [Cl:1][C:2]1[CH:11]=[C:10]2[C:5]([CH2:6][CH2:7][CH2:8][N:9]2[C:12]2[C:16]3[CH2:17][NH:18][CH2:19][CH2:20][C:15]=3[N:14]([CH:28]3[CH2:33][CH2:32][O:31][CH2:30][CH2:29]3)[N:13]=2)=[CH:4][C:3]=1[C:34]1[CH:35]=[N:36][N:37]([CH3:39])[CH:38]=1, predict the reactants needed to synthesize it. The reactants are: [Cl:1][C:2]1[CH:11]=[C:10]2[C:5]([CH2:6][CH2:7][CH2:8][N:9]2[C:12]2[C:16]3[CH2:17][N:18](C(OC(C)(C)C)=O)[CH2:19][CH2:20][C:15]=3[N:14]([CH:28]3[CH2:33][CH2:32][O:31][CH2:30][CH2:29]3)[N:13]=2)=[CH:4][C:3]=1[C:34]1[CH:35]=[N:36][N:37]([CH3:39])[CH:38]=1.FC(F)(F)C(O)=O. (2) Given the product [OH:13][C@@H:14]([CH3:52])[C@H:15]([O:17][C:18]1[CH:23]=[CH:22][C:21]([N:24]2[C:29](=[O:30])[C:28]([CH2:31][C:32]3[CH:37]=[CH:36][C:35]([C:38]4[CH:43]=[CH:42][CH:41]=[CH:40][C:39]=4[C:44]4[NH:3][C:4](=[O:7])[O:5][N:45]=4)=[CH:34][CH:33]=3)=[C:27]([CH2:46][CH2:47][CH3:48])[N:26]3[N:49]=[CH:50][CH:51]=[C:25]23)=[CH:20][CH:19]=1)[CH3:16], predict the reactants needed to synthesize it. The reactants are: [Cl-].O[NH3+:3].[C:4](=[O:7])([O-])[OH:5].[Na+].CS(C)=O.[OH:13][C@@H:14]([CH3:52])[C@H:15]([O:17][C:18]1[CH:23]=[CH:22][C:21]([N:24]2[C:29](=[O:30])[C:28]([CH2:31][C:32]3[CH:37]=[CH:36][C:35]([C:38]4[C:39]([C:44]#[N:45])=[CH:40][CH:41]=[CH:42][CH:43]=4)=[CH:34][CH:33]=3)=[C:27]([CH2:46][CH2:47][CH3:48])[N:26]3[N:49]=[CH:50][CH:51]=[C:25]23)=[CH:20][CH:19]=1)[CH3:16]. (3) Given the product [NH2:1][C:2]1[N:7]=[CH:6][C:5]([CH2:8][C@@H:9]2[CH2:13][CH2:12][C@H:11]([C@H:14]([OH:21])[C:15]3[CH:16]=[CH:17][CH:18]=[CH:19][CH:20]=3)[N:10]2[C:29]([O:31][C:32]([CH3:35])([CH3:34])[CH3:33])=[O:30])=[CH:4][CH:3]=1, predict the reactants needed to synthesize it. The reactants are: [NH2:1][C:2]1[N:7]=[CH:6][C:5]([CH2:8][C@@H:9]2[CH2:13][CH2:12][C@H:11]([C@H:14]([O:21][Si](C(C)(C)C)(C)C)[C:15]3[CH:20]=[CH:19][CH:18]=[CH:17][CH:16]=3)[N:10]2[C:29]([O:31][C:32]([CH3:35])([CH3:34])[CH3:33])=[O:30])=[CH:4][CH:3]=1.CCCC[N+](CCCC)(CCCC)CCCC.[F-]. (4) Given the product [CH2:13]([O:15][C:16](=[O:19])[CH2:17][NH:18][C:2]1[C:7]([N+:8]([O-:10])=[O:9])=[CH:6][C:5]([I:11])=[CH:4][N:3]=1)[CH3:14], predict the reactants needed to synthesize it. The reactants are: Cl[C:2]1[C:7]([N+:8]([O-:10])=[O:9])=[CH:6][C:5]([I:11])=[CH:4][N:3]=1.Cl.[CH2:13]([O:15][C:16](=[O:19])[CH2:17][NH2:18])[CH3:14].C(N(CC)CC)C.